Task: Predict the product of the given reaction.. Dataset: Forward reaction prediction with 1.9M reactions from USPTO patents (1976-2016) (1) The product is: [CH2:1]([O:5][C:6]1[CH:7]=[C:8](/[CH:13]=[CH:14]/[C:15]([O:17][CH3:18])=[O:16])[CH:9]=[CH:10][C:11]=1[C:23]1[CH:24]=[CH:25][CH:26]=[C:21]([NH:20][CH3:19])[CH:22]=1)[CH2:2][CH2:3][CH3:4]. Given the reactants [CH2:1]([O:5][C:6]1[CH:7]=[C:8](/[CH:13]=[CH:14]/[C:15]([O:17][CH3:18])=[O:16])[CH:9]=[CH:10][C:11]=1I)[CH2:2][CH2:3][CH3:4].[CH3:19][NH:20][C:21]1[CH:26]=[CH:25][CH:24]=[C:23](B2OC(C)(C)C(C)(C)O2)[CH:22]=1, predict the reaction product. (2) Given the reactants [Br:1]N1C(=O)CCC1=O.[F:9][C:10]1[CH:32]=[C:31]([F:33])[CH:30]=[CH:29][C:11]=1[CH2:12][NH:13][C:14]1[CH:19]=[C:18]([CH3:20])[N:17]([CH2:21][C:22]2[CH:27]=[CH:26][N:25]=[CH:24][CH:23]=2)[C:16](=[O:28])[CH:15]=1.C([O-])(O)=O.[Na+], predict the reaction product. The product is: [Br:1][C:15]1[C:16](=[O:28])[N:17]([CH2:21][C:22]2[CH:27]=[CH:26][N:25]=[CH:24][CH:23]=2)[C:18]([CH3:20])=[CH:19][C:14]=1[NH:13][CH2:12][C:11]1[CH:29]=[CH:30][C:31]([F:33])=[CH:32][C:10]=1[F:9].